The task is: Predict which catalyst facilitates the given reaction.. This data is from Catalyst prediction with 721,799 reactions and 888 catalyst types from USPTO. (1) Reactant: [CH3:1][O:2][C:3]1[CH:4]=[C:5]2[C:10](=[CH:11][C:12]=1[O:13][CH3:14])[N:9]=[CH:8][N:7]=[C:6]2[O:15][C:16]1[CH:22]=[CH:21][C:19]([NH2:20])=[CH:18][CH:17]=1.C1(C)C=CC=CC=1.C(N(CC)CC)C.Cl[C:38](Cl)([O:40][C:41](=[O:47])OC(Cl)(Cl)Cl)Cl.[CH3:49][C:50]1[CH:55]=[CH:54][C:53]([S:56][CH2:57][CH2:58]CO)=[CH:52][CH:51]=1. Product: [CH3:1][O:2][C:3]1[CH:4]=[C:5]2[C:10](=[CH:11][C:12]=1[O:13][CH3:14])[N:9]=[CH:8][N:7]=[C:6]2[O:15][C:16]1[CH:22]=[CH:21][C:19]([NH:20][C:41](=[O:47])[O:40][CH2:38][CH2:58][CH2:57][S:56][C:53]2[CH:54]=[CH:55][C:50]([CH3:49])=[CH:51][CH:52]=2)=[CH:18][CH:17]=1. The catalyst class is: 2. (2) Reactant: [Br:1][C:2]1[CH:3]=[CH:4][C:5]2[C:11]3[N:12]=[C:13]([N:15]4[C:19]([CH3:21])([CH3:20])[C:18](=[O:22])[NH:17][C:16]4=[O:23])[S:14][C:10]=3[CH2:9][CH2:8][O:7][C:6]=2[CH:24]=1.CI.[C:27](=O)([O-])[O-].[Cs+].[Cs+]. Product: [Br:1][C:2]1[CH:3]=[CH:4][C:5]2[C:11]3[N:12]=[C:13]([N:15]4[C:19]([CH3:21])([CH3:20])[C:18](=[O:22])[N:17]([CH3:27])[C:16]4=[O:23])[S:14][C:10]=3[CH2:9][CH2:8][O:7][C:6]=2[CH:24]=1. The catalyst class is: 9. (3) Reactant: CN(C(ON1N=NC2C=CC=NC1=2)=[N+](C)C)C.F[P-](F)(F)(F)(F)F.CCN(C(C)C)C(C)C.[CH2:34]([O:41][N:42]1[C:48](=[O:49])[N:47]2[CH2:50][C@H:43]1[CH2:44][CH2:45][C@H:46]2[C:51]([OH:53])=O)[C:35]1[CH:40]=[CH:39][CH:38]=[CH:37][CH:36]=1.[NH:54]([C:56](=[O:70])[CH2:57][CH:58]1[CH2:61][CH:60]([NH:62][C:63](=[O:69])[O:64][C:65]([CH3:68])([CH3:67])[CH3:66])[CH2:59]1)[NH2:55]. Product: [CH2:34]([O:41][N:42]1[C:48](=[O:49])[N:47]2[CH2:50][C@H:43]1[CH2:44][CH2:45][C@H:46]2[C:51]([NH:55][NH:54][C:56](=[O:70])[CH2:57][CH:58]1[CH2:61][CH:60]([NH:62][C:63](=[O:69])[O:64][C:65]([CH3:66])([CH3:67])[CH3:68])[CH2:59]1)=[O:53])[C:35]1[CH:36]=[CH:37][CH:38]=[CH:39][CH:40]=1. The catalyst class is: 3.